From a dataset of Forward reaction prediction with 1.9M reactions from USPTO patents (1976-2016). Predict the product of the given reaction. (1) Given the reactants [CH3:1][C@H:2]1[CH2:7][N:6]2[C:8]([C:11]3[CH:16]=[N:15][CH:14]=[CH:13][N:12]=3)=[N:9][N:10]=[C:5]2[C:4](=[O:17])[NH:3]1.C(=O)([O-])[O-].[Cs+].[Cs+].[Cl:24][C:25]1[CH:32]=[C:31]([F:33])[CH:30]=[CH:29][C:26]=1[CH2:27]Br, predict the reaction product. The product is: [Cl:24][C:25]1[CH:32]=[C:31]([F:33])[CH:30]=[CH:29][C:26]=1[CH2:27][N:3]1[C@@H:2]([CH3:1])[CH2:7][N:6]2[C:8]([C:11]3[CH:16]=[N:15][CH:14]=[CH:13][N:12]=3)=[N:9][N:10]=[C:5]2[C:4]1=[O:17]. (2) Given the reactants [CH2:1]([N:8]1[C:13]([CH2:15][OH:16])([CH3:14])[CH2:12][O:11][C:10]([CH3:18])([CH3:17])[C:9]1=O)[C:2]1[CH:7]=[CH:6][CH:5]=[CH:4][CH:3]=1.CO, predict the reaction product. The product is: [CH2:1]([N:8]1[CH2:9][C:10]([CH3:17])([CH3:18])[O:11][CH2:12][C:13]1([CH2:15][OH:16])[CH3:14])[C:2]1[CH:3]=[CH:4][CH:5]=[CH:6][CH:7]=1. (3) The product is: [Cl:1][C:2]1[CH:3]=[C:4]([C:8]2[N:16]=[C:15]([C:17]3[O:21][C:20](=[O:22])[NH:19][N:18]=3)[N:14]=[C:13]3[C:9]=2[N:10]([CH2:33][C@H:34]2[CH2:39][CH2:38][C@H:37]([CH3:40])[CH2:36][CH2:35]2)[C:11]([C:23]2([C:27]4[CH:28]=[CH:29][CH:30]=[CH:31][CH:32]=4)[CH2:24][CH2:25][CH2:26]2)=[N:12]3)[CH:5]=[N+:6]([O-:49])[CH:7]=1. Given the reactants [Cl:1][C:2]1[CH:3]=[C:4]([C:8]2[N:16]=[C:15]([C:17]3[O:21][C:20](=[O:22])[NH:19][N:18]=3)[N:14]=[C:13]3[C:9]=2[N:10]([CH2:33][C@H:34]2[CH2:39][CH2:38][C@H:37]([CH3:40])[CH2:36][CH2:35]2)[C:11]([C:23]2([C:27]4[CH:32]=[CH:31][CH:30]=[CH:29][CH:28]=4)[CH2:26][CH2:25][CH2:24]2)=[N:12]3)[CH:5]=[N:6][CH:7]=1.C1C=C(Cl)C=C(C(OO)=[O:49])C=1, predict the reaction product. (4) Given the reactants C[Li].C[Si](Cl)(C)C.[C:8]1(=[CH:17]/[C:18]([O:20][CH2:21][CH3:22])=[O:19])/[CH2:9][CH2:10][C:11]2[C:16]/1=[CH:15][CH:14]=[CH:13][CH:12]=2.[CH2:23]1C2C(=CC=CC=2)C(CC(OCC)=O)=C1, predict the reaction product. The product is: [CH3:23][C:8]1([CH2:17][C:18]([O:20][CH2:21][CH3:22])=[O:19])[C:16]2[C:11](=[CH:12][CH:13]=[CH:14][CH:15]=2)[CH2:10][CH2:9]1.